Task: Predict the reaction yield, written as a fraction of the theoretical maximum amount of product (1.0 means a 100% yield; for example, 0.34 means a 34% yield).. Dataset: Reaction yield outcomes from USPTO patents with 853,638 reactions (1) The yield is 0.770. The catalyst is O1CCCC1.[O-]CC.[Ti+4].[O-]CC.[O-]CC.[O-]CC. The reactants are [C:1]1(=O)[CH2:4][CH2:3][CH2:2]1.[C:6]([S:10]([NH2:12])=[O:11])([CH3:9])([CH3:8])[CH3:7]. The product is [C:1]1(=[N:12][S:10]([C:6]([CH3:9])([CH3:8])[CH3:7])=[O:11])[CH2:4][CH2:3][CH2:2]1. (2) The product is [C:1]([O:5][C:6]([N:8]1[CH2:13][CH2:12][CH2:11][CH:10]([N:14]2[C:18]3=[N:19][CH:20]=[N:21][C:22]([O:24][C:25]4[CH:32]=[CH:31][CH:30]=[CH:29][C:26]=4[C:27]#[N:28])=[C:17]3[CH:16]=[N:15]2)[CH2:9]1)=[O:7])([CH3:4])([CH3:3])[CH3:2]. The yield is 0.470. The reactants are [C:1]([O:5][C:6]([N:8]1[CH2:13][CH2:12][CH2:11][CH:10]([N:14]2[C:18]3=[N:19][CH:20]=[N:21][C:22](Cl)=[C:17]3[CH:16]=[N:15]2)[CH2:9]1)=[O:7])([CH3:4])([CH3:3])[CH3:2].[OH:24][C:25]1[CH:32]=[CH:31][CH:30]=[CH:29][C:26]=1[C:27]#[N:28].C(=O)([O-])[O-].[K+].[K+]. The catalyst is CN(C)C=O. (3) The reactants are Br[C:2]1[CH:3]=[C:4]2[C:9](=[CH:10][CH:11]=1)[N:8]=[CH:7][CH:6]=[N:5]2.[CH:12]([O:14][CH2:15][CH2:16][CH2:17]C)=C.[C:19](=[O:22])([O-:21])[O-].[K+].[K+].[CH:48]1[CH:53]=[CH:52][C:51](P([C:48]2[CH:49]=[CH:50][CH:51]=[CH:52][CH:53]=2)CCCP([C:48]2[CH:53]=[CH:52][CH:51]=[CH:50][CH:49]=2)[C:48]2[CH:53]=[CH:52][CH:51]=[CH:50][CH:49]=2)=[CH:50][CH:49]=1.Cl.[CH3:55][N:56]([CH:58]=[O:59])[CH3:57]. The catalyst is O.CC([O-])=O.CC([O-])=O.[Pd+2]. The product is [C:15]([OH:59])(=[O:14])/[CH:16]=[CH:17]\[C:19]([OH:21])=[O:22].[N:8]1[C:9]2[C:4](=[CH:3][C:2]([CH:12]3[C:48]4[C:53](=[CH:52][CH:51]=[CH:50][CH:49]=4)[CH2:55][N:56]([CH3:57])[CH2:58]3)=[CH:11][CH:10]=2)[N:5]=[CH:6][CH:7]=1. The yield is 0.370. (4) The reactants are [NH2:1][CH2:2][CH:3]([NH:14][C:15](=[O:30])[C:16]1[CH:21]=[CH:20][C:19]([C:22]([N:24]2[CH2:28][CH2:27][CH2:26][CH2:25]2)=[O:23])=[C:18]([CH3:29])[CH:17]=1)[C:4]1[NH:8][C:7]2[CH:9]=[CH:10][C:11]([Cl:13])=[CH:12][C:6]=2[N:5]=1.[C:31](Cl)(=[O:38])[C:32]1[CH:37]=[CH:36][CH:35]=[CH:34][CH:33]=1.C(N(CC)CC)C.ClCl. The catalyst is O1CCCC1.ClCCl.CO. The product is [C:31]([NH:1][CH2:2][CH:3]([NH:14][C:15](=[O:30])[C:16]1[CH:21]=[CH:20][C:19]([C:22]([N:24]2[CH2:28][CH2:27][CH2:26][CH2:25]2)=[O:23])=[C:18]([CH3:29])[CH:17]=1)[C:4]1[NH:8][C:7]2[CH:9]=[CH:10][C:11]([Cl:13])=[CH:12][C:6]=2[N:5]=1)(=[O:38])[C:32]1[CH:37]=[CH:36][CH:35]=[CH:34][CH:33]=1. The yield is 0.650. (5) The reactants are [CH:1]1([CH2:4][O:5][C:6]2[CH:7]=[C:8]3[C:13](=[CH:14][CH:15]=2)[N:12]=[C:11]([NH:16][CH2:17][CH2:18][NH:19][C:20](=[O:22])[CH3:21])[C:10]([CH:23]=[O:24])=[CH:9]3)[CH2:3][CH2:2]1.[BH4-].[Na+]. The catalyst is C1COCC1. The product is [CH:1]1([CH2:4][O:5][C:6]2[CH:7]=[C:8]3[C:13](=[CH:14][CH:15]=2)[N:12]=[C:11]([NH:16][CH2:17][CH2:18][NH:19][C:20](=[O:22])[CH3:21])[C:10]([CH2:23][OH:24])=[CH:9]3)[CH2:2][CH2:3]1. The yield is 1.00.